This data is from NCI-60 drug combinations with 297,098 pairs across 59 cell lines. The task is: Regression. Given two drug SMILES strings and cell line genomic features, predict the synergy score measuring deviation from expected non-interaction effect. (1) Drug 1: CN1CCC(CC1)COC2=C(C=C3C(=C2)N=CN=C3NC4=C(C=C(C=C4)Br)F)OC. Drug 2: CN(CCCl)CCCl.Cl. Cell line: SN12C. Synergy scores: CSS=9.78, Synergy_ZIP=-8.42, Synergy_Bliss=-8.55, Synergy_Loewe=-8.99, Synergy_HSA=-7.66. (2) Drug 1: CN1C(=O)N2C=NC(=C2N=N1)C(=O)N. Drug 2: C1CN(CCN1C(=O)CCBr)C(=O)CCBr. Cell line: NCI-H460. Synergy scores: CSS=17.6, Synergy_ZIP=-2.08, Synergy_Bliss=-5.86, Synergy_Loewe=-27.1, Synergy_HSA=-7.12. (3) Drug 1: C1=C(C(=O)NC(=O)N1)F. Drug 2: CC12CCC3C(C1CCC2OP(=O)(O)O)CCC4=C3C=CC(=C4)OC(=O)N(CCCl)CCCl.[Na+]. Cell line: SN12C. Synergy scores: CSS=24.6, Synergy_ZIP=0.0695, Synergy_Bliss=0.292, Synergy_Loewe=1.20, Synergy_HSA=2.56. (4) Drug 1: C1CCC(C(C1)N)N.C(=O)(C(=O)[O-])[O-].[Pt+4]. Drug 2: N.N.Cl[Pt+2]Cl. Cell line: K-562. Synergy scores: CSS=66.4, Synergy_ZIP=1.54, Synergy_Bliss=1.42, Synergy_Loewe=8.00, Synergy_HSA=8.33. (5) Drug 1: C1CC(=O)NC(=O)C1N2CC3=C(C2=O)C=CC=C3N. Drug 2: C1CNP(=O)(OC1)N(CCCl)CCCl. Cell line: HCT-15. Synergy scores: CSS=4.73, Synergy_ZIP=-1.03, Synergy_Bliss=4.10, Synergy_Loewe=2.82, Synergy_HSA=3.16. (6) Drug 1: CN(C)C1=NC(=NC(=N1)N(C)C)N(C)C. Drug 2: CN1C2=C(C=C(C=C2)N(CCCl)CCCl)N=C1CCCC(=O)O.Cl. Cell line: OVCAR-8. Synergy scores: CSS=-8.99, Synergy_ZIP=0.263, Synergy_Bliss=-5.06, Synergy_Loewe=-12.7, Synergy_HSA=-10.3. (7) Drug 1: C1=NC(=NC(=O)N1C2C(C(C(O2)CO)O)O)N. Drug 2: C1CN(P(=O)(OC1)NCCCl)CCCl. Cell line: NCI-H322M. Synergy scores: CSS=27.0, Synergy_ZIP=-7.88, Synergy_Bliss=1.64, Synergy_Loewe=-43.4, Synergy_HSA=0.806. (8) Drug 1: CC1C(C(=O)NC(C(=O)N2CCCC2C(=O)N(CC(=O)N(C(C(=O)O1)C(C)C)C)C)C(C)C)NC(=O)C3=C4C(=C(C=C3)C)OC5=C(C(=O)C(=C(C5=N4)C(=O)NC6C(OC(=O)C(N(C(=O)CN(C(=O)C7CCCN7C(=O)C(NC6=O)C(C)C)C)C)C(C)C)C)N)C. Synergy scores: CSS=-40.0, Synergy_ZIP=26.3, Synergy_Bliss=8.75, Synergy_Loewe=1.20, Synergy_HSA=-28.6. Drug 2: CC1=CC=C(C=C1)C2=CC(=NN2C3=CC=C(C=C3)S(=O)(=O)N)C(F)(F)F. Cell line: HL-60(TB). (9) Drug 1: CC1=C(C(CCC1)(C)C)C=CC(=CC=CC(=CC(=O)O)C)C. Drug 2: CS(=O)(=O)CCNCC1=CC=C(O1)C2=CC3=C(C=C2)N=CN=C3NC4=CC(=C(C=C4)OCC5=CC(=CC=C5)F)Cl. Cell line: DU-145. Synergy scores: CSS=10.9, Synergy_ZIP=-1.50, Synergy_Bliss=-0.168, Synergy_Loewe=-3.17, Synergy_HSA=-2.08. (10) Synergy scores: CSS=26.7, Synergy_ZIP=4.17, Synergy_Bliss=11.7, Synergy_Loewe=1.08, Synergy_HSA=7.96. Drug 1: CCCCC(=O)OCC(=O)C1(CC(C2=C(C1)C(=C3C(=C2O)C(=O)C4=C(C3=O)C=CC=C4OC)O)OC5CC(C(C(O5)C)O)NC(=O)C(F)(F)F)O. Cell line: SF-268. Drug 2: C1CN1C2=NC(=NC(=N2)N3CC3)N4CC4.